This data is from Catalyst prediction with 721,799 reactions and 888 catalyst types from USPTO. The task is: Predict which catalyst facilitates the given reaction. (1) Reactant: C([O:4][C:5]1[CH:9]=[N:8][N:7]([C:10]2[CH:15]=[CH:14][C:13]([Br:16])=[CH:12][CH:11]=2)[N:6]=1)(=O)C.CO.[OH-].[Li+].Cl. Product: [Br:16][C:13]1[CH:12]=[CH:11][C:10]([N:7]2[N:6]=[C:5]([OH:4])[CH:9]=[N:8]2)=[CH:15][CH:14]=1. The catalyst class is: 38. (2) Reactant: [Cl:1][C:2]1[CH:3]=[C:4]2[C:8](=[CH:9][CH:10]=1)[NH:7][CH:6]=[C:5]2[CH2:11][CH2:12][NH:13][C:14](=[O:23])[C:15]1[CH:20]=[CH:19][CH:18]=[C:17]([CH2:21]Cl)[CH:16]=1.[Cl:24][C:25]1[CH:30]=[CH:29][CH:28]=[CH:27][C:26]=1B(O)O.C(=O)([O-])[O-].[Na+].[Na+].[I-].[Na+]. Product: [Cl:1][C:2]1[CH:3]=[C:4]2[C:8](=[CH:9][CH:10]=1)[NH:7][CH:6]=[C:5]2[CH2:11][CH2:12][NH:13][C:14](=[O:23])[C:15]1[CH:20]=[CH:19][CH:18]=[C:17]([CH2:21][C:26]2[CH:27]=[CH:28][CH:29]=[CH:30][C:25]=2[Cl:24])[CH:16]=1. The catalyst class is: 437. (3) Reactant: [C:1]1([N:7]2[C:11](=[O:12])[CH:10]=[C:9]([C:13]([OH:15])=O)[NH:8]2)[CH:6]=[CH:5][CH:4]=[CH:3][CH:2]=1.[CH2:16]([O:18][C:19]([N:21]1[CH2:26][CH2:25][N:24]([C:27](=[O:39])[C@@H:28]([NH2:38])[CH2:29][CH2:30][C:31]([O:33][C:34]([CH3:37])([CH3:36])[CH3:35])=[O:32])[CH2:23][CH2:22]1)=[O:20])[CH3:17].C(Cl)CCl. The catalyst class is: 39. Product: [CH2:16]([O:18][C:19]([N:21]1[CH2:22][CH2:23][N:24]([C:27](=[O:39])[C@@H:28]([NH:38][C:13]([C:9]2[CH:10]=[C:11]([OH:12])[N:7]([C:1]3[CH:2]=[CH:3][CH:4]=[CH:5][CH:6]=3)[N:8]=2)=[O:15])[CH2:29][CH2:30][C:31]([O:33][C:34]([CH3:36])([CH3:35])[CH3:37])=[O:32])[CH2:25][CH2:26]1)=[O:20])[CH3:17]. (4) Reactant: [NH2:1][C:2]1([C:16]2[CH:21]=[CH:20][CH:19]=[CH:18][C:17]=2[F:22])[CH:6]([CH2:7][OH:8])[CH2:5][N:4]([C:9]([O:11][C:12]([CH3:15])([CH3:14])[CH3:13])=[O:10])[CH2:3]1.[C:23]([N:31]=[C:32]=[S:33])(=[O:30])[C:24]1[CH:29]=[CH:28][CH:27]=[CH:26][CH:25]=1. Product: [C:23]([NH:31][C:32]([NH:1][C:2]1([C:16]2[CH:21]=[CH:20][CH:19]=[CH:18][C:17]=2[F:22])[CH:6]([CH2:7][OH:8])[CH2:5][N:4]([C:9]([O:11][C:12]([CH3:15])([CH3:14])[CH3:13])=[O:10])[CH2:3]1)=[S:33])(=[O:30])[C:24]1[CH:29]=[CH:28][CH:27]=[CH:26][CH:25]=1. The catalyst class is: 7. (5) Reactant: [Br:1][C:2]1[CH:10]=[CH:9][C:5]([C:6]([OH:8])=O)=[C:4]([Cl:11])[CH:3]=1.C1(P(C2C=CC=CC=2)C2C=CC=CC=2)C=CC=CC=1.[CH:31]1[CH:36]=[C:35]([S:37][S:37][C:35]2[N:34]=[CH:33][CH:32]=[CH:31][CH:36]=2)[N:34]=[CH:33][CH:32]=1. Product: [N:34]1[CH:33]=[CH:32][CH:31]=[CH:36][C:35]=1[S:37][C:6](=[O:8])[C:5]1[CH:9]=[CH:10][C:2]([Br:1])=[CH:3][C:4]=1[Cl:11]. The catalyst class is: 2. (6) Product: [Cl:8][C:7]1[C:2]([O:15][CH2:14][C:13]([F:17])([F:16])[F:12])=[N:3][CH:4]=[C:5]([N+:9]([O-:11])=[O:10])[CH:6]=1. Reactant: Cl[C:2]1[C:7]([Cl:8])=[CH:6][C:5]([N+:9]([O-:11])=[O:10])=[CH:4][N:3]=1.[F:12][C:13]([F:17])([F:16])[CH2:14][OH:15].C(=O)([O-])[O-].[K+].[K+]. The catalyst class is: 9. (7) Product: [Br:15][C:12]1[CH:13]=[CH:14][C:9]([N:8]2[C:1]([CH3:2])=[N:4][NH:5][C:6]2=[O:7])=[CH:10][CH:11]=1. The catalyst class is: 6. Reactant: [C:1]([NH:4][NH:5][C:6]([NH:8][C:9]1[CH:14]=[CH:13][C:12]([Br:15])=[CH:11][CH:10]=1)=[O:7])(=O)[CH3:2].[OH-].[Na+].Cl. (8) Reactant: [N:1]1[CH:6]=[CH:5][CH:4]=[C:3]([C:7]2[CH2:11][CH:10]([C:12]3[CH:17]=[CH:16][CH:15]=[CH:14][C:13]=3[OH:18])[NH:9][N:8]=2)[CH:2]=1.N1C=CC=CC=1[C:25]1[CH:29]=[CH:28][S:27][C:26]=1[C:30](O)=[O:31].CCN=C=N[CH2:38][CH2:39][CH2:40][N:41]([CH3:43])C.[CH3:44]N(C=O)C. Product: [N:1]1[CH:6]=[CH:5][CH:4]=[C:3]([C:7]2[CH2:11][CH:10]([C:12]3[CH:17]=[CH:16][CH:15]=[CH:14][C:13]=3[OH:18])[N:9]([C:30]([C:26]3[S:27][C:28]([C:40]4[CH:39]=[CH:38][CH:44]=[CH:43][N:41]=4)=[CH:29][CH:25]=3)=[O:31])[N:8]=2)[CH:2]=1. The catalyst class is: 781. (9) Reactant: [Cl:1][C:2]1[N:10]([C:11]2[CH:16]=[CH:15][C:14]([C:17]3[CH:22]=[C:21]([CH3:23])[CH:20]=[CH:19][C:18]=3[O:24]C)=[CH:13][CH:12]=2)[C:9]2[C:8]([OH:26])=[C:7]([C:27]#[N:28])[C:6](=[O:29])[NH:5][C:4]=2[CH:3]=1.B(Br)(Br)Br.O. Product: [Cl:1][C:2]1[N:10]([C:11]2[CH:12]=[CH:13][C:14]([C:17]3[CH:22]=[C:21]([CH3:23])[CH:20]=[CH:19][C:18]=3[OH:24])=[CH:15][CH:16]=2)[C:9]2[C:8]([OH:26])=[C:7]([C:27]#[N:28])[C:6](=[O:29])[NH:5][C:4]=2[CH:3]=1. The catalyst class is: 2. (10) Reactant: [NH:1]1[CH2:6][CH2:5][CH:4]([C:7]2[C:16]3[C:11](=[CH:12][CH:13]=[CH:14][CH:15]=3)[N:10]=[CH:9][CH:8]=2)[CH2:3][CH2:2]1.C(N(CC)CC)C.[CH3:24][CH:25]([CH3:31])/[CH:26]=[CH:27]/[C:28](Cl)=[O:29]. Product: [CH3:24][CH:25]([CH3:31])/[CH:26]=[CH:27]/[C:28]([N:1]1[CH2:2][CH2:3][CH:4]([C:7]2[C:16]3[C:11](=[CH:12][CH:13]=[CH:14][CH:15]=3)[N:10]=[CH:9][CH:8]=2)[CH2:5][CH2:6]1)=[O:29]. The catalyst class is: 4.